This data is from Catalyst prediction with 721,799 reactions and 888 catalyst types from USPTO. The task is: Predict which catalyst facilitates the given reaction. (1) Reactant: [CH3:1][C:2]1[S:3][C:4]([CH2:8][C:9](O)=[O:10])=[C:5]([CH3:7])[N:6]=1.[H-].[H-].[H-].[H-].[Li+].[Al+3]. Product: [CH3:1][C:2]1[S:3][C:4]([CH2:8][CH2:9][OH:10])=[C:5]([CH3:7])[N:6]=1. The catalyst class is: 1. (2) Reactant: [NH:1]([C:15]([O:17][CH2:18][C:19]1[CH:24]=[CH:23][CH:22]=[CH:21][CH:20]=1)=[O:16])[C@H:2]([C:12]([OH:14])=O)[CH2:3][NH:4][C:5]([O:7][C:8]([CH3:11])([CH3:10])[CH3:9])=[O:6].ON1C2C=CC=CC=2N=N1.CN1CCOCC1.[NH2:42][C@H:43]([C:45]([O:47][CH2:48][C:49]1[CH:54]=[CH:53][CH:52]=[CH:51][CH:50]=1)=[O:46])[CH3:44]. Product: [NH:1]([C:15]([O:17][CH2:18][C:19]1[CH:24]=[CH:23][CH:22]=[CH:21][CH:20]=1)=[O:16])[C@H:2]([C:12]([NH:42][C@H:43]([C:45]([O:47][CH2:48][C:49]1[CH:54]=[CH:53][CH:52]=[CH:51][CH:50]=1)=[O:46])[CH3:44])=[O:14])[CH2:3][NH:4][C:5]([O:7][C:8]([CH3:9])([CH3:10])[CH3:11])=[O:6]. The catalyst class is: 96. (3) Reactant: [CH:1]1([N:7]([CH2:21][CH2:22][N:23]2[CH:27]=[CH:26][N:25]=[CH:24]2)[CH:8]2[CH2:13][CH2:12][N:11](C(OC(C)(C)C)=O)[CH2:10][CH2:9]2)[CH2:6][CH2:5][CH2:4][CH2:3][CH2:2]1. The catalyst class is: 89. Product: [CH:1]1([N:7]([CH2:21][CH2:22][N:23]2[CH:27]=[CH:26][N:25]=[CH:24]2)[CH:8]2[CH2:9][CH2:10][NH:11][CH2:12][CH2:13]2)[CH2:2][CH2:3][CH2:4][CH2:5][CH2:6]1. (4) Reactant: [CH3:1][C:2]([CH3:32])([S@@:4]([NH:6][C@@H:7]([C:28]([F:31])([F:30])[F:29])[C@H:8]([N:14]=C(C1C=CC=CC=1)C1C=CC=CC=1)[C:9]([O:11][CH2:12][CH3:13])=[O:10])=[O:5])[CH3:3].O.C(O)(C(F)(F)F)=O. Product: [NH2:14][C@@H:8]([C@@H:7]([NH:6][S@:4]([C:2]([CH3:1])([CH3:32])[CH3:3])=[O:5])[C:28]([F:30])([F:31])[F:29])[C:9]([O:11][CH2:12][CH3:13])=[O:10]. The catalyst class is: 1. (5) Reactant: [O:1]1[CH:5]=[CH:4][CH:3]=[C:2]1[C:6]1[CH:7]=[CH:8][C:9]([C:12]([N:14]([CH2:18][C:19]2[CH:35]=[CH:34][CH:33]=[CH:32][C:20]=2[O:21][CH2:22][CH2:23][CH2:24][CH2:25][CH2:26][C:27]([O:29]CC)=[O:28])[CH:15]([CH3:17])[CH3:16])=[O:13])=[N:10][CH:11]=1.O.[OH-].[Li+]. Product: [O:1]1[CH:5]=[CH:4][CH:3]=[C:2]1[C:6]1[CH:7]=[CH:8][C:9]([C:12]([N:14]([CH2:18][C:19]2[CH:35]=[CH:34][CH:33]=[CH:32][C:20]=2[O:21][CH2:22][CH2:23][CH2:24][CH2:25][CH2:26][C:27]([OH:29])=[O:28])[CH:15]([CH3:17])[CH3:16])=[O:13])=[N:10][CH:11]=1. The catalyst class is: 278. (6) Reactant: [CH2:1]([C:5]1[CH:10]=[CH:9][C:8]([C:11]#[C:12][C:13]2[CH:33]=[CH:32][C:16]([CH2:17][NH:18][C:19]3[CH:31]=[CH:30][C:22]4[O:23][C:24]([CH3:29])([CH3:28])[O:25][C:26](=[O:27])[C:21]=4[CH:20]=3)=[CH:15][CH:14]=2)=[CH:7][CH:6]=1)[CH2:2][CH2:3][CH3:4].[CH:34](=O)[CH2:35][CH2:36][CH2:37][CH2:38][CH3:39].C(O[BH-](OC(=O)C)OC(=O)C)(=O)C.[Na+].O. Product: [CH2:1]([C:5]1[CH:6]=[CH:7][C:8]([C:11]#[C:12][C:13]2[CH:33]=[CH:32][C:16]([CH2:17][N:18]([CH2:34][CH2:35][CH2:36][CH2:37][CH2:38][CH3:39])[C:19]3[CH:31]=[CH:30][C:22]4[O:23][C:24]([CH3:29])([CH3:28])[O:25][C:26](=[O:27])[C:21]=4[CH:20]=3)=[CH:15][CH:14]=2)=[CH:9][CH:10]=1)[CH2:2][CH2:3][CH3:4]. The catalyst class is: 26. (7) Reactant: Cl[C:2]1[N:7]=[CH:6][C:5]([S:8]([C:11]2[N:15]([C:16]3[CH:21]=[CH:20][CH:19]=[CH:18][C:17]=3[F:22])[N:14]=[C:13]([CH2:23][N:24]([CH3:32])[C:25](=[O:31])[O:26][C:27]([CH3:30])([CH3:29])[CH3:28])[CH:12]=2)(=[O:10])=[O:9])=[CH:4][CH:3]=1.[O-:33][CH2:34][CH3:35].[Na+]. Product: [CH2:34]([O:33][C:2]1[N:7]=[CH:6][C:5]([S:8]([C:11]2[N:15]([C:16]3[CH:21]=[CH:20][CH:19]=[CH:18][C:17]=3[F:22])[N:14]=[C:13]([CH2:23][N:24]([CH3:32])[C:25](=[O:31])[O:26][C:27]([CH3:30])([CH3:29])[CH3:28])[CH:12]=2)(=[O:10])=[O:9])=[CH:4][CH:3]=1)[CH3:35]. The catalyst class is: 8.